From a dataset of Full USPTO retrosynthesis dataset with 1.9M reactions from patents (1976-2016). Predict the reactants needed to synthesize the given product. (1) Given the product [ClH:24].[CH3:19][N:16]1[CH2:17][CH2:18][N:13]([C:10]2[CH:11]=[CH:12][C:7]([C:6]([OH:23])=[O:5])=[C:8]([N+:20]([O-:22])=[O:21])[CH:9]=2)[CH2:14][CH2:15]1, predict the reactants needed to synthesize it. The reactants are: C([O:5][C:6](=[O:23])[C:7]1[CH:12]=[CH:11][C:10]([N:13]2[CH2:18][CH2:17][N:16]([CH3:19])[CH2:15][CH2:14]2)=[CH:9][C:8]=1[N+:20]([O-:22])=[O:21])(C)(C)C.[ClH:24]. (2) Given the product [Cl:1][C:2]1[C:3]([O:12][CH:13]([CH3:15])[CH3:14])=[N:4][CH:5]=[C:6]([CH:11]=1)[C:7]([OH:9])=[O:8], predict the reactants needed to synthesize it. The reactants are: [Cl:1][C:2]1[C:3]([O:12][CH:13]([CH3:15])[CH3:14])=[N:4][CH:5]=[C:6]([CH:11]=1)[C:7]([O:9]C)=[O:8].O.[OH-].[Na+].CCCCC. (3) Given the product [ClH:43].[Br:21][C:18]1[CH:19]=[CH:20][C:15]([CH2:14][N:10]2[C:9](=[O:22])[C:8]3([CH2:7][CH2:6][N:5]([CH2:4][CH2:3][C@H:2]([NH:1][S:40]([CH2:38][CH3:39])(=[O:42])=[O:41])[C:25]4[CH:26]=[CH:27][CH:28]=[CH:29][CH:30]=4)[CH2:24][CH2:23]3)[NH:12][C:11]2=[O:13])=[CH:16][CH:17]=1, predict the reactants needed to synthesize it. The reactants are: [NH2:1][C@H:2]([C:25]1[CH:30]=[CH:29][CH:28]=[CH:27][CH:26]=1)[CH2:3][CH2:4][N:5]1[CH2:24][CH2:23][C:8]2([NH:12][C:11](=[O:13])[N:10]([CH2:14][C:15]3[CH:20]=[CH:19][C:18]([Br:21])=[CH:17][CH:16]=3)[C:9]2=[O:22])[CH2:7][CH2:6]1.C(N(CC)CC)C.[CH2:38]([S:40]([Cl:43])(=[O:42])=[O:41])[CH3:39]. (4) Given the product [NH2:1][C:2]1[C:7]([C:8]([F:9])([F:10])[F:11])=[CH:6][C:5]([CH:12]=[O:13])=[CH:4][C:3]=1[Cl:14], predict the reactants needed to synthesize it. The reactants are: [NH2:1][C:2]1[C:7]([C:8]([F:11])([F:10])[F:9])=[CH:6][C:5]([CH2:12][OH:13])=[CH:4][C:3]=1[Cl:14]. (5) Given the product [Br:9][C:5]1[CH:6]=[C:7]2[O:8][C:13]([SH:14])=[N:1][C:2]2=[N:3][CH:4]=1, predict the reactants needed to synthesize it. The reactants are: [NH2:1][C:2]1[C:7]([OH:8])=[CH:6][C:5]([Br:9])=[CH:4][N:3]=1.CCO[C:13]([S-])=[S:14].[K+]. (6) Given the product [CH2:1]([O:3][C:4](=[O:37])[NH:5][CH:6]1[CH2:15][CH2:14][C:13]2[C:8](=[CH:9][C:10]([CH2:16][CH2:17][NH2:18])=[CH:11][CH:12]=2)[CH:7]1[CH2:29][C:30]1[CH:35]=[CH:34][CH:33]=[C:32]([Cl:36])[CH:31]=1)[CH3:2], predict the reactants needed to synthesize it. The reactants are: [CH2:1]([O:3][C:4](=[O:37])[NH:5][CH:6]1[CH2:15][CH2:14][C:13]2[C:8](=[CH:9][C:10]([CH2:16][CH2:17][NH:18]C(OCC3C=CC=CC=3)=O)=[CH:11][CH:12]=2)[CH:7]1[CH2:29][C:30]1[CH:35]=[CH:34][CH:33]=[C:32]([Cl:36])[CH:31]=1)[CH3:2].Br. (7) Given the product [CH2:21]([O:23][C:24]1[CH:31]=[CH:30][CH:29]=[CH:28][C:25]=1[CH2:26][N:8]1[CH2:9][C:5]2[C:4]([NH:10][C:11]3[CH:12]=[N:13][C:14]4[C:19]([CH:20]=3)=[CH:18][CH:17]=[CH:16][CH:15]=4)=[N:3][CH:2]=[N:1][C:6]=2[CH2:7]1)[CH3:22], predict the reactants needed to synthesize it. The reactants are: [N:1]1[C:6]2[CH2:7][NH:8][CH2:9][C:5]=2[C:4]([NH:10][C:11]2[CH:12]=[N:13][C:14]3[C:19]([CH:20]=2)=[CH:18][CH:17]=[CH:16][CH:15]=3)=[N:3][CH:2]=1.[CH2:21]([O:23][C:24]1[CH:31]=[CH:30][CH:29]=[CH:28][C:25]=1[CH:26]=O)[CH3:22].ClCCCl.CO.C(O[BH-](OC(=O)C)OC(=O)C)(=O)C.[Na+].